From a dataset of Catalyst prediction with 721,799 reactions and 888 catalyst types from USPTO. Predict which catalyst facilitates the given reaction. (1) Reactant: Cl[CH2:2][C:3]([NH:5][C:6]1[CH:26]=[CH:25][C:9]2[N:10]=[C:11]([NH:14][CH:15]3[C:19]4[CH:20]=[CH:21][C:22]([F:24])=[CH:23][C:18]=4[O:17][CH2:16]3)[O:12][CH2:13][C:8]=2[CH:7]=1)=[O:4].[NH2:27][CH2:28][C:29]([CH3:32])([OH:31])[CH3:30]. Product: [F:24][C:22]1[CH:21]=[CH:20][C:19]2[CH:15]([NH:14][C:11]3[O:12][CH2:13][C:8]4[CH:7]=[C:6]([NH:5][C:3](=[O:4])[CH2:2][NH:27][CH2:28][C:29]([OH:31])([CH3:32])[CH3:30])[CH:26]=[CH:25][C:9]=4[N:10]=3)[CH2:16][O:17][C:18]=2[CH:23]=1. The catalyst class is: 10. (2) Reactant: [NH2:1][C:2]1[CH:3]=[N:4][CH:5]=[CH:6][C:7]=1[N:8]1[CH2:13][C@H:12]([CH3:14])[CH2:11][C@H:10]([NH:15][C:16](=[O:22])[O:17][C:18]([CH3:21])([CH3:20])[CH3:19])[CH2:9]1.[CH:23]1([N:27]2[C:31]3=[N:32][C:33]([C:36](O)=[O:37])=[CH:34][CH:35]=[C:30]3[CH:29]=[CH:28]2)[CH2:26][CH2:25][CH2:24]1.CCN(C(C)C)C(C)C.CN(C(ON1N=NC2C=CC=NC1=2)=[N+](C)C)C.F[P-](F)(F)(F)(F)F. Product: [CH:23]1([N:27]2[C:31]3=[N:32][C:33]([C:36]([NH:1][C:2]4[CH:3]=[N:4][CH:5]=[CH:6][C:7]=4[N:8]4[CH2:13][C@H:12]([CH3:14])[CH2:11][C@H:10]([NH:15][C:16](=[O:22])[O:17][C:18]([CH3:21])([CH3:20])[CH3:19])[CH2:9]4)=[O:37])=[CH:34][CH:35]=[C:30]3[CH:29]=[CH:28]2)[CH2:26][CH2:25][CH2:24]1. The catalyst class is: 3. (3) The catalyst class is: 12. Product: [CH2:11]([C:14]1([CH3:22])[C:19]2[NH:7][C:4]3[CH:3]=[CH:2][C:1]([CH3:9])=[CH:6][C:5]=3[C:18]=2[CH2:17][N:16]([CH3:21])[CH2:15]1)[CH:12]=[CH2:13]. Reactant: [C:1]1([CH3:9])[CH:6]=[CH:5][C:4]([NH:7]N)=[CH:3][CH:2]=1.Cl.[CH2:11]([C:14]1([CH3:22])[C:19](=O)[CH2:18][CH2:17][N:16]([CH3:21])[CH2:15]1)[CH:12]=[CH2:13].OS(O)(=O)=O. (4) Reactant: [CH2:1]([O:3][C:4]([C@H:6]1[CH2:10][C@@H:9]([OH:11])[CH2:8][NH:7]1)=[O:5])[CH3:2].C(N([CH2:17][CH3:18])CC)C.[C:19]1([CH3:29])[CH:24]=[CH:23][C:22]([S:25](Cl)(=[O:27])=[O:26])=[CH:21][CH:20]=1. Product: [CH2:1]([O:3][C:4]([C@H:6]1[CH2:10][C@@H:9]([O:11][S:25]([C:22]2[CH:23]=[CH:24][C:19]([CH3:29])=[CH:20][CH:21]=2)(=[O:27])=[O:26])[CH2:8][N:7]1[S:25]([C:22]1[CH:23]=[CH:24][C:17]([CH3:18])=[CH:20][CH:21]=1)(=[O:27])=[O:26])=[O:5])[CH3:2]. The catalyst class is: 17. (5) The catalyst class is: 64. Reactant: [OH:1][C:2]12[CH2:11][CH:6]3[CH2:7][CH:8]([CH2:10][C:4]([C:12]([OH:14])=O)([CH2:5]3)[CH2:3]1)[CH2:9]2.[S:15]1[CH:19]=[CH:18][CH:17]=[C:16]1[CH2:20]N.[CH2:22]([N:24](CC)CC)C.CCN=C=NCCCN(C)C. Product: [S:15]1[CH:19]=[CH:18][CH:17]=[C:16]1[CH2:20][CH2:22][NH:24][C:12]([C:4]12[CH2:5][CH:6]3[CH2:7][CH:8]([CH2:9][C:2]([OH:1])([CH2:11]3)[CH2:3]1)[CH2:10]2)=[O:14]. (6) Reactant: C(OC([N:8]1[CH2:13][CH2:12][CH:11]([N:14]2[C:19]3[CH:20]=[C:21]([Cl:24])[CH:22]=[CH:23][C:18]=3[O:17][CH2:16][C:15]2=[O:25])[CH2:10][CH2:9]1)=O)(C)(C)C. Product: [Cl:24][C:21]1[CH:22]=[CH:23][C:18]2[O:17][CH2:16][C:15](=[O:25])[N:14]([CH:11]3[CH2:10][CH2:9][NH:8][CH2:13][CH2:12]3)[C:19]=2[CH:20]=1. The catalyst class is: 137. (7) Reactant: [Cl:1][C:2]1[CH:37]=[CH:36][C:5]([CH2:6][CH2:7][NH:8][C:9]([C:11]2[CH:12]=[C:13]3[C:17](=[CH:18][CH:19]=2)[N:16]([C:20]2[CH:25]=[CH:24][C:23]([CH2:26][C:27]([O:29]C(C)(C)C)=[O:28])=[CH:22][C:21]=2[C:34]#[N:35])[N:15]=[CH:14]3)=[O:10])=[CH:4][CH:3]=1.C(O)(C(F)(F)F)=O. Product: [Cl:1][C:2]1[CH:3]=[CH:4][C:5]([CH2:6][CH2:7][NH:8][C:9]([C:11]2[CH:12]=[C:13]3[C:17](=[CH:18][CH:19]=2)[N:16]([C:20]2[CH:25]=[CH:24][C:23]([CH2:26][C:27]([OH:29])=[O:28])=[CH:22][C:21]=2[C:34]#[N:35])[N:15]=[CH:14]3)=[O:10])=[CH:36][CH:37]=1. The catalyst class is: 2.